Dataset: Catalyst prediction with 721,799 reactions and 888 catalyst types from USPTO. Task: Predict which catalyst facilitates the given reaction. (1) Reactant: Br[C:2]1[S:3][N:4]=[C:5]2[CH:10]=[C:9]([Br:11])[CH:8]=[N:7][C:6]=12.[NH2:12][CH2:13][CH:14]([OH:17])[CH2:15][OH:16]. Product: [Br:11][C:9]1[CH:8]=[N:7][C:6]2=[C:2]([NH:12][CH2:13][CH:14]([OH:17])[CH2:15][OH:16])[S:3][N:4]=[C:5]2[CH:10]=1. The catalyst class is: 14. (2) Reactant: F[C:2]1[CH:7]=[CH:6][C:5]([N+:8]([O-:10])=[O:9])=[CH:4][CH:3]=1.[C:11]([O:15][C:16]([N:18]1[CH2:23][CH2:22][NH:21][CH2:20][CH2:19]1)=[O:17])([CH3:14])([CH3:13])[CH3:12].C(N(CC)C(C)C)(C)C.CCOCC. Product: [C:11]([O:15][C:16]([N:18]1[CH2:23][CH2:22][N:21]([C:2]2[CH:7]=[CH:6][C:5]([N+:8]([O-:10])=[O:9])=[CH:4][CH:3]=2)[CH2:20][CH2:19]1)=[O:17])([CH3:14])([CH3:12])[CH3:13]. The catalyst class is: 13. (3) Reactant: S(=O)(=O)(O)O.[Br:6][C:7]1[CH:8]=[C:9]([N+:16]([O-:18])=[O:17])[CH:10]=[C:11]2[C:15]=1[NH:14][N:13]=[CH:12]2. Product: [Br:6][C:7]1[C:15]2[C:11](=[CH:12][N:13]([C:11]([CH3:15])([CH3:12])[CH3:10])[N:14]=2)[CH:10]=[C:9]([N+:16]([O-:18])=[O:17])[CH:8]=1. The catalyst class is: 218. (4) Reactant: [CH2:1]([O:5][CH2:6][CH2:7][O:8][C:9]1[CH:14]=[CH:13][C:12]([C:15]2[CH:16]=[CH:17][C:18]3[N:24]([CH2:25][CH:26]([CH3:28])[CH3:27])[CH2:23][CH2:22][C:21]([C:29]([NH:31][C:32]4[CH:37]=[CH:36][C:35]([S:38][CH2:39][CH2:40][S:41][C:42]5[N:43]([CH3:47])[CH:44]=[CH:45][N:46]=5)=[CH:34][CH:33]=4)=[O:30])=[CH:20][C:19]=3[CH:48]=2)=[CH:11][CH:10]=1)[CH2:2][CH2:3][CH3:4].ClC1C=CC=C(C(OO)=[O:57])C=1.S([O-])([O-])(=O)=S.[Na+].[Na+]. Product: [CH2:1]([O:5][CH2:6][CH2:7][O:8][C:9]1[CH:10]=[CH:11][C:12]([C:15]2[CH:16]=[CH:17][C:18]3[N:24]([CH2:25][CH:26]([CH3:27])[CH3:28])[CH2:23][CH2:22][C:21]([C:29]([NH:31][C:32]4[CH:33]=[CH:34][C:35]([S:38]([CH2:39][CH2:40][S:41][C:42]5[N:43]([CH3:47])[CH:44]=[CH:45][N:46]=5)=[O:57])=[CH:36][CH:37]=4)=[O:30])=[CH:20][C:19]=3[CH:48]=2)=[CH:13][CH:14]=1)[CH2:2][CH2:3][CH3:4]. The catalyst class is: 2. (5) Reactant: [C:1]([O:4][CH2:5][C:6](=O)[NH:7][NH:8][C:9]([C:11]1[N:12]=[N:13][C:14]([N:17]2[CH2:21][CH2:20][C@H:19]([O:22][C:23]3[CH:28]=[CH:27][CH:26]=[CH:25][C:24]=3[C:29]([F:32])([F:31])[F:30])[CH2:18]2)=[CH:15][CH:16]=1)=O)(=[O:3])[CH3:2].COC1C=CC(P2(SP(C3C=CC(OC)=CC=3)(=S)S2)=[S:43])=CC=1. Product: [C:1]([O:4][CH2:5][C:6]1[S:43][C:9]([C:11]2[N:12]=[N:13][C:14]([N:17]3[CH2:21][CH2:20][C@H:19]([O:22][C:23]4[CH:28]=[CH:27][CH:26]=[CH:25][C:24]=4[C:29]([F:32])([F:31])[F:30])[CH2:18]3)=[CH:15][CH:16]=2)=[N:8][N:7]=1)(=[O:3])[CH3:2]. The catalyst class is: 23.